This data is from Forward reaction prediction with 1.9M reactions from USPTO patents (1976-2016). The task is: Predict the product of the given reaction. Given the reactants [N:1]1[N:2]([C:6]2[CH:31]=[CH:30][CH:29]=[CH:28][C:7]=2[CH2:8][N:9]2[CH2:14][CH2:13][CH2:12][C:11]3([CH2:19][CH2:18][N:17](C(OC(C)(C)C)=O)[CH2:16][CH2:15]3)[C:10]2=[O:27])[N:3]=[CH:4][CH:5]=1.C(O)(C(F)(F)F)=O, predict the reaction product. The product is: [N:1]1[N:2]([C:6]2[CH:31]=[CH:30][CH:29]=[CH:28][C:7]=2[CH2:8][N:9]2[CH2:14][CH2:13][CH2:12][C:11]3([CH2:15][CH2:16][NH:17][CH2:18][CH2:19]3)[C:10]2=[O:27])[N:3]=[CH:4][CH:5]=1.